Predict the reactants needed to synthesize the given product. From a dataset of Full USPTO retrosynthesis dataset with 1.9M reactions from patents (1976-2016). Given the product [I-:38].[CH3:37][N+:34]1([CH2:39][O:40][C:41](=[O:51])[NH:42][C@@H:43]([C:45]2[CH:50]=[CH:49][CH:48]=[CH:47][CH:46]=2)[CH3:44])[CH2:33][CH2:32][N:31]([CH2:30][C:27]2[CH:28]=[CH:29][C:24]([C:22](=[O:23])[NH:21][C:5]3[CH:4]=[CH:3][C:2]([CH3:1])=[C:7]([NH:8][C:9]4[N:14]=[C:13]([C:15]5[CH:20]=[N:19][CH:18]=[CH:17][CH:16]=5)[CH:12]=[CH:11][N:10]=4)[CH:6]=3)=[CH:25][CH:26]=2)[CH2:36][CH2:35]1, predict the reactants needed to synthesize it. The reactants are: [CH3:1][C:2]1[CH:3]=[CH:4][C:5]([NH:21][C:22]([C:24]2[CH:25]=[CH:26][C:27]([CH2:30][N:31]3[CH2:36][CH2:35][N:34]([CH3:37])[CH2:33][CH2:32]3)=[CH:28][CH:29]=2)=[O:23])=[CH:6][C:7]=1[NH:8][C:9]1[N:10]=[CH:11][CH:12]=[C:13]([C:15]2[CH:16]=[CH:17][CH:18]=[N:19][CH:20]=2)[N:14]=1.[I:38][CH2:39][O:40][C:41](=[O:51])[NH:42][C@@H:43]([C:45]1[CH:50]=[CH:49][CH:48]=[CH:47][CH:46]=1)[CH3:44].